Dataset: Catalyst prediction with 721,799 reactions and 888 catalyst types from USPTO. Task: Predict which catalyst facilitates the given reaction. (1) Reactant: [CH3:1][O:2][C:3](=[O:23])[CH:4]([N:16]1[C:20]([CH3:21])=[CH:19][CH:18]=[C:17]1[CH3:22])[CH2:5][C:6]1[CH:11]=[CH:10][C:9]([O:12][C:13](=[O:15])[CH3:14])=[CH:8][CH:7]=1.[C:24](Cl)(=[O:26])[CH3:25].FC(F)(F)S(O)(=O)=O. The catalyst class is: 2. Product: [CH3:1][O:2][C:3](=[O:23])[C@@H:4]([N:16]1[C:17]([CH3:22])=[CH:18][C:19]([C:24](=[O:26])[CH3:25])=[C:20]1[CH3:21])[CH2:5][C:6]1[CH:7]=[CH:8][C:9]([O:12][C:13](=[O:15])[CH3:14])=[CH:10][CH:11]=1. (2) Reactant: C([O:3][C:4]([C:6]1[CH:10]=[C:9]([OH:11])[N:8]([C:12]2[CH:17]=[CH:16][CH:15]=[CH:14][N:13]=2)[N:7]=1)=[O:5])C.CO. Product: [OH:11][C:9]1[N:8]([C:12]2[CH:17]=[CH:16][CH:15]=[CH:14][N:13]=2)[N:7]=[C:6]([C:4]([OH:5])=[O:3])[CH:10]=1. The catalyst class is: 6. (3) Reactant: Br[C:2]1[N:6]([CH:7]([CH3:9])[CH3:8])[CH:5]=[N:4][CH:3]=1.[Li]CCCC.C(O[B:19]1[O:23][C:22]([CH3:25])([CH3:24])[C:21]([CH3:27])([CH3:26])[O:20]1)(C)C. Product: [CH:7]([N:6]1[C:2]([B:19]2[O:23][C:22]([CH3:25])([CH3:24])[C:21]([CH3:27])([CH3:26])[O:20]2)=[CH:3][N:4]=[CH:5]1)([CH3:9])[CH3:8]. The catalyst class is: 1. (4) Reactant: [CH:1]([O:4][NH:5][C:6](=[O:15])[O:7][CH2:8][C:9]1[CH:14]=[CH:13][CH:12]=[CH:11][CH:10]=1)([CH3:3])[CH3:2].[C:16]([O-])([O-])=O.[K+].[K+].CI. Product: [CH:1]([O:4][N:5]([CH3:16])[C:6](=[O:15])[O:7][CH2:8][C:9]1[CH:10]=[CH:11][CH:12]=[CH:13][CH:14]=1)([CH3:3])[CH3:2]. The catalyst class is: 21.